From a dataset of Forward reaction prediction with 1.9M reactions from USPTO patents (1976-2016). Predict the product of the given reaction. (1) Given the reactants [OH:1][C:2]1[C:9]([O:10]C)=[CH:8][C:5]([C:6]#[N:7])=[C:4]([CH2:12][C:13]2[CH:18]=[CH:17][C:16]([CH3:19])=[CH:15][CH:14]=2)[C:3]=1[C:20]#[N:21].[Cl-].[Al+3].[Cl-].[Cl-].[I-].[Na+].CO, predict the reaction product. The product is: [OH:1][C:2]1[C:9]([OH:10])=[CH:8][C:5]([C:6]#[N:7])=[C:4]([CH2:12][C:13]2[CH:18]=[CH:17][C:16]([CH3:19])=[CH:15][CH:14]=2)[C:3]=1[C:20]#[N:21]. (2) Given the reactants [CH2:1]([O:8][C:9]1[CH:18]=[C:17]2[C:12]([C:13]([OH:30])=[C:14]([C:25]([O:27][CH2:28][CH3:29])=[O:26])[N:15]([CH2:20][C:21]([CH3:24])([CH3:23])[CH3:22])[C:16]2=[O:19])=[CH:11][CH:10]=1)[C:2]1[CH:7]=[CH:6][CH:5]=[CH:4][CH:3]=1.[CH2:31](O)[CH2:32][CH2:33][CH3:34].C(P(CCCC)CCCC)CCC.N(C(N1CCCCC1)=O)=NC(N1CCCCC1)=O, predict the reaction product. The product is: [CH2:1]([O:8][C:9]1[CH:18]=[C:17]2[C:12]([C:13]([O:30][CH2:31][CH2:32][CH2:33][CH3:34])=[C:14]([C:25]([O:27][CH2:28][CH3:29])=[O:26])[N:15]([CH2:20][C:21]([CH3:23])([CH3:24])[CH3:22])[C:16]2=[O:19])=[CH:11][CH:10]=1)[C:2]1[CH:7]=[CH:6][CH:5]=[CH:4][CH:3]=1. (3) Given the reactants [Si:1]([O:8][C@@H:9]1[C@@H:13]([CH2:14][O:15][Si](C(C)(C)C)(C)C)[O:12][C@@H:11]([N:23]2[C:27]3[N:28]=[CH:29][N:30]=[C:31]([NH2:32])[C:26]=3[C:25]([I:33])=[CH:24]2)[CH2:10]1)([C:4]([CH3:7])([CH3:6])[CH3:5])([CH3:3])[CH3:2].C(O)(C(F)(F)F)=O, predict the reaction product. The product is: [NH2:32][C:31]1[C:26]2[C:25]([I:33])=[CH:24][N:23]([C@@H:11]3[O:12][C@H:13]([CH2:14][OH:15])[C@@H:9]([O:8][Si:1]([C:4]([CH3:7])([CH3:6])[CH3:5])([CH3:2])[CH3:3])[CH2:10]3)[C:27]=2[N:28]=[CH:29][N:30]=1. (4) Given the reactants C(Cl)(=O)C(Cl)=O.[CH3:7][O:8][C:9]1[C:17]([S:18][CH3:19])=[C:16]([C:20]([F:23])([F:22])[F:21])[CH:15]=[CH:14][C:10]=1[C:11]([OH:13])=[O:12].[C:24]1(=O)[CH2:29][CH2:28][CH2:27][C:26](=[O:30])[CH2:25]1.C(N(CC)CC)C.Cl, predict the reaction product. The product is: [CH3:7][O:8][C:9]1[C:17]([S:18][CH3:19])=[C:16]([C:20]([F:23])([F:22])[F:21])[CH:15]=[CH:14][C:10]=1[C:11]([O:13][C:24]1[CH2:29][CH2:28][CH2:27][C:26](=[O:30])[CH:25]=1)=[O:12].